The task is: Predict the product of the given reaction.. This data is from Forward reaction prediction with 1.9M reactions from USPTO patents (1976-2016). (1) The product is: [NH2:20][C:3]1[C:2]([F:1])=[C:7]([OH:8])[CH:6]=[CH:5][C:4]=1[CH3:19]. Given the reactants [F:1][C:2]1[C:7]([O:8][Si](C(C)C)(C(C)C)C(C)C)=[CH:6][CH:5]=[C:4]([CH3:19])[C:3]=1[NH:20]C([NH:20][C:3]1[C:4]([CH3:19])=[CH:5][CH:6]=[C:7]([O:8][Si](C(C)C)(C(C)C)C(C)C)[C:2]=1[F:1])=O.[OH-].[K+].Cl, predict the reaction product. (2) Given the reactants [H-].[Na+].[CH2:3]([OH:7])[C:4]#[C:5][CH3:6].Cl[C:9]1[CH:14]=[C:13]([O:15][CH:16]([CH3:20])[CH:17]([CH3:19])[CH3:18])[N:12]=[CH:11][N:10]=1.[Cl-].[NH4+], predict the reaction product. The product is: [CH2:3]([O:7][C:9]1[CH:14]=[C:13]([O:15][CH:16]([CH3:20])[CH:17]([CH3:19])[CH3:18])[N:12]=[CH:11][N:10]=1)[C:4]#[C:5][CH3:6]. (3) Given the reactants C(NC(C)C)(C)C.[Li]CCCC.[C:13]([O:18][CH2:19][CH3:20])(=[O:17])[CH:14]([CH3:16])[CH3:15].Br[CH2:22][C:23]1[CH:28]=[CH:27][CH:26]=[CH:25][C:24]=1[C:29]([F:32])([F:31])[F:30], predict the reaction product. The product is: [CH3:15][C:14]([CH3:16])([CH2:22][C:23]1[CH:28]=[CH:27][CH:26]=[CH:25][C:24]=1[C:29]([F:32])([F:31])[F:30])[C:13]([O:18][CH2:19][CH3:20])=[O:17]. (4) Given the reactants [NH2:1][C:2]1[CH:9]=[CH:8][CH:7]=[CH:6][C:3]=1[CH:4]=O.C(#N)[CH:11]([CH2:13][C:14]#[N:15])O.[NH:17]1CCCCC1, predict the reaction product. The product is: [NH2:15][C:14]1[C:13]([C:11]#[N:17])=[CH:4][C:3]2[C:2](=[CH:9][CH:8]=[CH:7][CH:6]=2)[N:1]=1. (5) The product is: [Cl:16][C:2]1[C:3]([C:11]([OH:13])=[O:12])=[N:4][N:5]([CH3:10])[C:6](=[O:9])[C:7]=1[CH3:8]. Given the reactants O[C:2]1[C:3]([C:11]([OH:13])=[O:12])=[N:4][N:5]([CH3:10])[C:6](=[O:9])[C:7]=1[CH3:8].O=P(Cl)(Cl)[Cl:16], predict the reaction product. (6) Given the reactants Cl[C:2]1[N:3]=[C:4]([N:14]2[CH2:19][CH2:18][O:17][CH2:16][C@@H:15]2[CH3:20])[C:5]2[CH2:10][S:9](=[O:12])(=[O:11])[CH:8]([CH3:13])[C:6]=2[N:7]=1.[CH:21]1([NH:24][C:25]([NH:27][C:28]2[CH:33]=[CH:32][C:31](B3OC(C)(C)C(C)(C)O3)=[CH:30][CH:29]=2)=[O:26])[CH2:23][CH2:22]1.C([O-])([O-])=O.[Na+].[Na+], predict the reaction product. The product is: [CH:21]1([NH:24][C:25]([NH:27][C:28]2[CH:33]=[CH:32][C:31]([C:2]3[N:3]=[C:4]([N:14]4[CH2:19][CH2:18][O:17][CH2:16][C@@H:15]4[CH3:20])[C:5]4[CH2:10][S:9](=[O:12])(=[O:11])[CH:8]([CH3:13])[C:6]=4[N:7]=3)=[CH:30][CH:29]=2)=[O:26])[CH2:23][CH2:22]1.